Dataset: Forward reaction prediction with 1.9M reactions from USPTO patents (1976-2016). Task: Predict the product of the given reaction. (1) The product is: [Si:16]([O:23][CH2:24][C@H:25]([NH:26][S@:27]([C:29]([CH3:32])([CH3:31])[CH3:30])=[O:28])[C:8]1[CH:13]=[CH:12][C:11]([F:14])=[CH:10][C:9]=1[F:15])([C:19]([CH3:22])([CH3:21])[CH3:20])([CH3:18])[CH3:17]. Given the reactants [Mg].C([Mg]Cl)(C)C.Br[C:8]1[CH:13]=[CH:12][C:11]([F:14])=[CH:10][C:9]=1[F:15].[Si:16]([O:23][CH2:24]/[CH:25]=[N:26]/[S@:27]([C:29]([CH3:32])([CH3:31])[CH3:30])=[O:28])([C:19]([CH3:22])([CH3:21])[CH3:20])([CH3:18])[CH3:17], predict the reaction product. (2) Given the reactants [OH:1][C@:2]1([C:35]2[CH:43]=[CH:42][C:38]([C:39](O)=[O:40])=[CH:37][C:36]=2[CH2:44][CH2:45][O:46][CH3:47])[CH2:7][CH2:6][N:5]([S:8]([C:11]2[CH:16]=[CH:15][C:14]([CH3:17])=[CH:13][CH:12]=2)(=[O:10])=[O:9])[CH2:4][C@@H:3]1[O:18][CH2:19][C:20]1[CH:21]=[CH:22][C:23]2[O:28][CH2:27][CH2:26][N:25]([CH2:29][CH2:30][CH2:31][O:32][CH3:33])[C:24]=2[CH:34]=1.B.C1COCC1.CO, predict the reaction product. The product is: [OH:40][CH2:39][C:38]1[CH:42]=[CH:43][C:35]([C@@:2]2([OH:1])[CH2:7][CH2:6][N:5]([S:8]([C:11]3[CH:16]=[CH:15][C:14]([CH3:17])=[CH:13][CH:12]=3)(=[O:10])=[O:9])[CH2:4][C@@H:3]2[O:18][CH2:19][C:20]2[CH:21]=[CH:22][C:23]3[O:28][CH2:27][CH2:26][N:25]([CH2:29][CH2:30][CH2:31][O:32][CH3:33])[C:24]=3[CH:34]=2)=[C:36]([CH2:44][CH2:45][O:46][CH3:47])[CH:37]=1. (3) Given the reactants F[C:2]1[C:3](=[O:18])[N:4]([CH3:17])[CH:5]=[C:6](B2OC(C)(C)C(C)(C)O2)[CH:7]=1.Br[C:20]1[CH:21]=[C:22]([NH:35][S:36]([CH3:39])(=[O:38])=[O:37])[CH:23]=[CH:24][C:25]=1[O:26][C:27]1[CH:32]=[CH:31][C:30]([F:33])=[CH:29][C:28]=1[F:34].BrC1C=[C:43]([NH:56]S(CC)(=O)=O)[CH:44]=[CH:45][C:46]=1OC1C=CC(F)=CC=1F, predict the reaction product. The product is: [F:34][C:28]1[CH:29]=[C:30]([F:33])[CH:31]=[CH:32][C:27]=1[O:26][C:25]1[CH:24]=[CH:23][C:22]([NH:35][S:36]([CH3:39])(=[O:38])=[O:37])=[CH:21][C:20]=1[C:6]1[CH:7]=[C:2]([N:56]2[CH2:46][CH2:45][CH2:44][CH2:43]2)[C:3](=[O:18])[N:4]([CH3:17])[CH:5]=1. (4) Given the reactants [C:1]([O:5][C:6]([N:8]1[CH2:12][CH:11]([C:13]#[N:14])[C:10](=O)[CH:9]1[CH2:16][O:17][C:18]([CH3:21])([CH3:20])[CH3:19])=[O:7])([CH3:4])([CH3:3])[CH3:2].Cl.[NH2:23][NH2:24], predict the reaction product. The product is: [C:1]([O:5][C:6]([N:8]1[CH2:12][C:11]2[C:13]([NH2:14])=[N:24][NH:23][C:10]=2[CH:9]1[CH2:16][O:17][C:18]([CH3:21])([CH3:20])[CH3:19])=[O:7])([CH3:4])([CH3:3])[CH3:2]. (5) Given the reactants [S:1]1[C:5]2[CH:6]=[CH:7][CH:8]=[CH:9][C:4]=2[N:3]=[C:2]1[NH:10][C:11](=[O:19])[C:12]1[CH:17]=[CH:16][CH:15]=[C:14]([Cl:18])[CH:13]=1.C(=O)([O-])[O-].[K+].[K+].Br[CH:27]([CH2:32][OH:33])[C:28]([O:30][CH3:31])=[O:29], predict the reaction product. The product is: [Cl:18][C:14]1[CH:13]=[C:12]([CH:17]=[CH:16][CH:15]=1)[C:11]([N:10]=[C:2]1[N:3]([CH:27]([CH2:32][OH:33])[C:28]([O:30][CH3:31])=[O:29])[C:4]2[CH:9]=[CH:8][CH:7]=[CH:6][C:5]=2[S:1]1)=[O:19]. (6) Given the reactants [CH3:1][C:2]1([CH3:16])[O:7][C:6](=[O:8])[NH:5][C:4]2[CH:9]=[CH:10][C:11](B(O)O)=[CH:12][C:3]1=2.Br[C:18]1[CH:22]=[C:21]([CH:23]([O:27][CH2:28][CH3:29])[O:24][CH2:25][CH3:26])[O:20][CH:19]=1, predict the reaction product. The product is: [CH2:28]([O:27][CH:23]([O:24][CH2:25][CH3:26])[C:21]1[O:20][CH:19]=[C:18]([C:11]2[CH:10]=[CH:9][C:4]3[NH:5][C:6](=[O:8])[O:7][C:2]([CH3:16])([CH3:1])[C:3]=3[CH:12]=2)[CH:22]=1)[CH3:29]. (7) Given the reactants [CH:1]1[C:14]2[C:5](=[CH:6][C:7]3[C:12]([C:13]=2[CH2:15][NH:16]O)=[CH:11][CH:10]=[CH:9][CH:8]=3)[CH:4]=[CH:3][CH:2]=1.C(OC(OC(C)(C)C)=O)(OC(C)(C)C)=O.N1C=[CH:37][CH:36]=[CH:35][C:34]=1[CH2:39][OH:40], predict the reaction product. The product is: [CH:1]1[C:14]2[C:5](=[CH:6][C:7]3[C:12]([C:13]=2[CH2:15][NH:16][CH2:37][CH2:36][CH2:35][CH2:34][CH2:39][OH:40])=[CH:11][CH:10]=[CH:9][CH:8]=3)[CH:4]=[CH:3][CH:2]=1.